Dataset: Reaction yield outcomes from USPTO patents with 853,638 reactions. Task: Predict the reaction yield, written as a fraction of the theoretical maximum amount of product (1.0 means a 100% yield; for example, 0.34 means a 34% yield). (1) The reactants are O[CH2:2][CH:3]([C:11]1[C:16]([CH3:17])=[CH:15][C:14]([CH3:18])=[C:13]([CH3:19])[C:12]=1[OH:20])[C:4]1[CH:9]=[CH:8][C:7]([Br:10])=[CH:6][CH:5]=1. The catalyst is CO. The product is [Br:10][C:7]1[CH:6]=[CH:5][C:4]([CH:3]2[C:11]3[C:16]([CH3:17])=[CH:15][C:14]([CH3:18])=[C:13]([CH3:19])[C:12]=3[O:20][CH2:2]2)=[CH:9][CH:8]=1. The yield is 0.950. (2) The reactants are Cl[C:2]1([Cl:8])[NH:7][CH:6]=[N:5][CH:4]=[CH:3]1.CN(C)C=O.[F:14][C:15]1[CH:20]=[C:19]([N+:21]([O-:23])=[O:22])[CH:18]=[CH:17][C:16]=1[OH:24].C(=O)([O-])[O-].[Cs+].[Cs+]. The catalyst is O. The product is [Cl:8][C:2]1[CH:3]=[C:4]([O:24][C:16]2[CH:17]=[CH:18][C:19]([N+:21]([O-:23])=[O:22])=[CH:20][C:15]=2[F:14])[N:5]=[CH:6][N:7]=1. The yield is 0.830.